Predict the product of the given reaction. From a dataset of Forward reaction prediction with 1.9M reactions from USPTO patents (1976-2016). (1) The product is: [Br:1][C:2]1[CH:13]=[C:12]([CH2:14][CH2:15][CH3:16])[C:5]2[O:6][CH:7]([CH3:11])[C:8](=[O:10])[NH:9][C:4]=2[CH:3]=1. Given the reactants [Br:1][C:2]1[CH:13]=[C:12]([C:14](=O)[CH2:15][CH3:16])[C:5]2[O:6][CH:7]([CH3:11])[C:8](=[O:10])[NH:9][C:4]=2[CH:3]=1.C([SiH](CC)CC)C, predict the reaction product. (2) Given the reactants [Cl:1][C:2]1[CH:3]=[C:4]([CH2:9][C:10]#[N:11])[CH:5]=[CH:6][C:7]=1[Cl:8].Br[CH2:13][CH2:14][CH2:15][CH2:16]Br.FC(F)(F)C1C=CC(C2(C#N)CCCC2)=CC=1, predict the reaction product. The product is: [Cl:1][C:2]1[CH:3]=[C:4]([C:9]2([C:10]#[N:11])[CH2:16][CH2:15][CH2:14][CH2:13]2)[CH:5]=[CH:6][C:7]=1[Cl:8].